Task: Regression. Given two drug SMILES strings and cell line genomic features, predict the synergy score measuring deviation from expected non-interaction effect.. Dataset: NCI-60 drug combinations with 297,098 pairs across 59 cell lines Drug 1: CC(C)(C#N)C1=CC(=CC(=C1)CN2C=NC=N2)C(C)(C)C#N. Drug 2: C1=NC2=C(N1)C(=S)N=CN2. Cell line: PC-3. Synergy scores: CSS=22.4, Synergy_ZIP=-6.34, Synergy_Bliss=-0.521, Synergy_Loewe=-0.840, Synergy_HSA=-0.288.